From a dataset of CYP1A2 inhibition data for predicting drug metabolism from PubChem BioAssay. Regression/Classification. Given a drug SMILES string, predict its absorption, distribution, metabolism, or excretion properties. Task type varies by dataset: regression for continuous measurements (e.g., permeability, clearance, half-life) or binary classification for categorical outcomes (e.g., BBB penetration, CYP inhibition). Dataset: cyp1a2_veith. (1) The result is 0 (non-inhibitor). The compound is O=C(O)c1cccnc1C(=O)O. (2) The drug is CS(=O)(=O)Nc1cccc(-c2nc(NCc3cccnc3)c3ccccc3n2)c1. The result is 1 (inhibitor). (3) The molecule is C(=N/n1cnnc1)\c1cccn1-c1ccccc1. The result is 1 (inhibitor). (4) The compound is Nc1ccc2c3c(cccc13)C(=O)NC2=O. The result is 1 (inhibitor). (5) The molecule is c1cncc(CNc2nc(-c3ccoc3)nc3ccccc23)c1. The result is 1 (inhibitor). (6) The compound is Cc1ccc(N(C(C)C(=O)Nc2cc(Cl)ccc2Oc2ccccc2)S(C)(=O)=O)cc1. The result is 0 (non-inhibitor). (7) The drug is CC(C)N[C@@H](C)Cc1ccc(I)cc1. The result is 1 (inhibitor). (8) The drug is O=C(Nc1ccc(F)cc1)c1cc(S(=O)(=O)N2CCCCC2)cs1. The result is 1 (inhibitor). (9) The drug is COC(=O)[C@@]1(Cc2ccc(OC)cc2)[C@H]2c3cc(C(=O)N4CCCC4)n(CCF)c3C[C@H]2CN1C(=O)c1ccccc1. The result is 0 (non-inhibitor).